From a dataset of NCI-60 drug combinations with 297,098 pairs across 59 cell lines. Regression. Given two drug SMILES strings and cell line genomic features, predict the synergy score measuring deviation from expected non-interaction effect. (1) Drug 1: CC1=CC=C(C=C1)C2=CC(=NN2C3=CC=C(C=C3)S(=O)(=O)N)C(F)(F)F. Drug 2: CC(C)NC(=O)C1=CC=C(C=C1)CNNC.Cl. Cell line: LOX IMVI. Synergy scores: CSS=4.02, Synergy_ZIP=-1.95, Synergy_Bliss=-4.15, Synergy_Loewe=1.04, Synergy_HSA=-2.13. (2) Drug 1: CC1CCC2CC(C(=CC=CC=CC(CC(C(=O)C(C(C(=CC(C(=O)CC(OC(=O)C3CCCCN3C(=O)C(=O)C1(O2)O)C(C)CC4CCC(C(C4)OC)O)C)C)O)OC)C)C)C)OC. Drug 2: CC12CCC3C(C1CCC2OP(=O)(O)O)CCC4=C3C=CC(=C4)OC(=O)N(CCCl)CCCl.[Na+]. Cell line: MDA-MB-231. Synergy scores: CSS=21.7, Synergy_ZIP=-1.87, Synergy_Bliss=4.35, Synergy_Loewe=-2.16, Synergy_HSA=5.80. (3) Drug 1: CC1OCC2C(O1)C(C(C(O2)OC3C4COC(=O)C4C(C5=CC6=C(C=C35)OCO6)C7=CC(=C(C(=C7)OC)O)OC)O)O. Drug 2: C1=CC(=CC=C1CC(C(=O)O)N)N(CCCl)CCCl.Cl. Cell line: HCC-2998. Synergy scores: CSS=17.2, Synergy_ZIP=2.31, Synergy_Bliss=-1.60, Synergy_Loewe=-4.12, Synergy_HSA=-2.06. (4) Drug 1: CC1C(C(CC(O1)OC2CC(OC(C2O)C)OC3=CC4=CC5=C(C(=O)C(C(C5)C(C(=O)C(C(C)O)O)OC)OC6CC(C(C(O6)C)O)OC7CC(C(C(O7)C)O)OC8CC(C(C(O8)C)O)(C)O)C(=C4C(=C3C)O)O)O)O. Drug 2: C1CN(P(=O)(OC1)NCCCl)CCCl. Cell line: K-562. Synergy scores: CSS=28.5, Synergy_ZIP=5.15, Synergy_Bliss=5.88, Synergy_Loewe=-50.1, Synergy_HSA=-4.11. (5) Drug 1: COC1=CC(=CC(=C1O)OC)C2C3C(COC3=O)C(C4=CC5=C(C=C24)OCO5)OC6C(C(C7C(O6)COC(O7)C8=CC=CS8)O)O. Drug 2: CC(C1=C(C=CC(=C1Cl)F)Cl)OC2=C(N=CC(=C2)C3=CN(N=C3)C4CCNCC4)N. Cell line: HT29. Synergy scores: CSS=37.1, Synergy_ZIP=-0.640, Synergy_Bliss=1.34, Synergy_Loewe=-7.39, Synergy_HSA=1.61. (6) Drug 1: C1CC(=O)NC(=O)C1N2C(=O)C3=CC=CC=C3C2=O. Drug 2: CC(C)CN1C=NC2=C1C3=CC=CC=C3N=C2N. Cell line: HT29. Synergy scores: CSS=6.06, Synergy_ZIP=-3.13, Synergy_Bliss=-6.63, Synergy_Loewe=0.590, Synergy_HSA=-1.97.